Predict the reaction yield, written as a fraction of the theoretical maximum amount of product (1.0 means a 100% yield; for example, 0.34 means a 34% yield). From a dataset of Reaction yield outcomes from USPTO patents with 853,638 reactions. (1) The reactants are [Cl:1][C:2]1[N:7]=[C:6]([C:8]2[S:12][C:11]([CH:13]([CH3:15])[CH3:14])=[N:10][C:9]=2[C:16]2[CH:17]=[CH:18][C:19]([F:23])=[C:20]([CH:22]=2)[NH2:21])[CH:5]=[CH:4][N:3]=1.N1C=CC=CC=1.[F:30][C:31]1[CH:36]=[C:35]([F:37])[CH:34]=[CH:33][C:32]=1[S:38](Cl)(=[O:40])=[O:39]. The catalyst is C(Cl)Cl. The product is [Cl:1][C:2]1[N:7]=[C:6]([C:8]2[S:12][C:11]([CH:13]([CH3:15])[CH3:14])=[N:10][C:9]=2[C:16]2[CH:17]=[CH:18][C:19]([F:23])=[C:20]([NH:21][S:38]([C:32]3[CH:33]=[CH:34][C:35]([F:37])=[CH:36][C:31]=3[F:30])(=[O:40])=[O:39])[CH:22]=2)[CH:5]=[CH:4][N:3]=1. The yield is 0.498. (2) The reactants are [OH-:1].O.[I-].[CH3:4][N+:5]1([CH:10]2[CH2:15][CH2:14][CH2:13][CH2:12][CH2:11]2)[CH2:9][CH2:8][CH2:7][CH2:6]1. No catalyst specified. The product is [OH-:1].[CH3:4][N+:5]1([CH:10]2[CH2:15][CH2:14][CH2:13][CH2:12][CH2:11]2)[CH2:9][CH2:8][CH2:7][CH2:6]1. The yield is 0.920. (3) The reactants are [F:1][C:2]([F:13])([F:12])[C:3]1[CH:4]=[C:5](B(O)O)[CH:6]=[CH:7][CH:8]=1.[OH:14][N:15]1[C:19](=[O:20])[C:18]2=[CH:21][CH:22]=[CH:23][CH:24]=[C:17]2[C:16]1=[O:25]. No catalyst specified. The product is [F:1][C:2]([F:13])([F:12])[C:3]1[CH:4]=[C:5]([CH:6]=[CH:7][CH:8]=1)[O:14][N:15]1[C:16](=[O:25])[C:17]2=[CH:24][CH:23]=[CH:22][CH:21]=[C:18]2[C:19]1=[O:20]. The yield is 0.880.